This data is from Reaction yield outcomes from USPTO patents with 853,638 reactions. The task is: Predict the reaction yield, written as a fraction of the theoretical maximum amount of product (1.0 means a 100% yield; for example, 0.34 means a 34% yield). The reactants are [CH3:1][O:2][C:3]1[CH:4]=[C:5]2[C:10](=[CH:11][C:12]=1[O:13][CH2:14][C@H:15]1[CH2:17][O:16]1)[N:9]=[CH:8][N:7]=[C:6]2[O:18][C:19]1[CH:20]=[C:21]2[C:25](=[CH:26][CH:27]=1)[NH:24][CH:23]=[C:22]2[CH3:28].[NH:29]1[CH2:33][CH2:32][CH2:31][CH2:30]1. The catalyst is CN(C=O)C. The product is [OH:16][C@H:15]([CH2:17][N:29]1[CH2:33][CH2:32][CH2:31][CH2:30]1)[CH2:14][O:13][C:12]1[CH:11]=[C:10]2[C:5]([C:6]([O:18][C:19]3[CH:20]=[C:21]4[C:25](=[CH:26][CH:27]=3)[NH:24][CH:23]=[C:22]4[CH3:28])=[N:7][CH:8]=[N:9]2)=[CH:4][C:3]=1[O:2][CH3:1]. The yield is 0.880.